Task: Predict the reactants needed to synthesize the given product.. Dataset: Full USPTO retrosynthesis dataset with 1.9M reactions from patents (1976-2016) Given the product [CH2:1]([N:4]1[C:10]2[CH:11]=[CH:12][C:13]([Cl:15])=[CH:14][C:9]=2[C@@H:8]([C:16]2[CH:21]=[CH:20][CH:19]=[C:18]([O:22][CH3:23])[C:17]=2[O:24][CH3:25])[S:7][C@H:6]([CH2:26][CH2:32][C:31]([O:34][CH2:35][CH3:36])=[O:33])[C:5]1=[O:30])[CH:2]=[CH2:3], predict the reactants needed to synthesize it. The reactants are: [CH2:1]([N:4]1[C:10]2[CH:11]=[CH:12][C:13]([Cl:15])=[CH:14][C:9]=2[C@@H:8]([C:16]2[CH:21]=[CH:20][CH:19]=[C:18]([O:22][CH3:23])[C:17]=2[O:24][CH3:25])[S:7][C@H:6]([CH2:26]CC#N)[C:5]1=[O:30])[CH:2]=[CH2:3].[C:31]([O:34][CH2:35][CH3:36])(=[O:33])[CH3:32].C(=O)([O-])O.[Na+].